This data is from Reaction yield outcomes from USPTO patents with 853,638 reactions. The task is: Predict the reaction yield, written as a fraction of the theoretical maximum amount of product (1.0 means a 100% yield; for example, 0.34 means a 34% yield). (1) The reactants are [F:1][C:2]1[CH:10]=[C:9]2[C:5]([C:6]([C:12]3[N:13]=[C:14]4[C:20]([C:21](O)=[O:22])=[CH:19][NH:18][C:15]4=[N:16][CH:17]=3)=[N:7][N:8]2[CH3:11])=[CH:4][CH:3]=1.Cl.[NH2:25][C:26]1([CH3:40])[CH2:31][CH2:30][CH:29]([NH:32][C:33](=[O:39])[O:34][C:35]([CH3:38])([CH3:37])[CH3:36])[CH2:28][CH2:27]1.CCN=C=NCCCN(C)C.C1C=CC2N(O)N=NC=2C=1.CCN(C(C)C)C(C)C. The catalyst is CN(C1C=CN=CC=1)C.CN(C=O)C. The product is [F:1][C:2]1[CH:10]=[C:9]2[C:5]([C:6]([C:12]3[N:13]=[C:14]4[C:20]([C:21]([NH:25][C:26]5([CH3:40])[CH2:31][CH2:30][CH:29]([NH:32][C:33](=[O:39])[O:34][C:35]([CH3:37])([CH3:36])[CH3:38])[CH2:28][CH2:27]5)=[O:22])=[CH:19][NH:18][C:15]4=[N:16][CH:17]=3)=[N:7][N:8]2[CH3:11])=[CH:4][CH:3]=1. The yield is 0.490. (2) The reactants are [CH:1]1[C:10]2[C:5](=[CH:6][CH:7]=[CH:8][CH:9]=2)[CH:4]=[CH:3][C:2]=1[C:11]([CH2:13][CH2:14][CH2:15][CH2:16][CH2:17][CH2:18][C:19]([OH:21])=O)=[O:12].[NH2:22][C:23]1[CH:28]=[CH:27][CH:26]=[CH:25][C:24]=1[OH:29].[C:30]1(N)C=CC=C[C:31]=1N. No catalyst specified. The product is [OH:29][C:24]1[CH:25]=[CH:26][CH:27]=[CH:28][C:23]=1[NH:22][C:19](=[O:21])[CH2:18][CH2:17][CH2:16][CH2:15][CH2:14][CH2:13][C:11]([C:2]1[CH:1]=[CH:10][C:5]([C:6]2[CH:7]=[CH:8][CH:9]=[CH:31][CH:30]=2)=[CH:4][CH:3]=1)=[O:12]. The yield is 0.390. (3) The reactants are [CH2:1]([N:6]1[C:10](=[O:11])[C:9](=[CH:12][C:13]([O:15]CC)=[O:14])[S:8][CH:7]1[C:18]1[CH:23]=[CH:22][CH:21]=[CH:20][CH:19]=1)[CH2:2][CH:3]([CH3:5])[CH3:4].[OH-].[Na+].Cl. The catalyst is CO. The product is [CH2:1]([N:6]1[C:10](=[O:11])[C:9](=[CH:12][C:13]([OH:15])=[O:14])[S:8][CH:7]1[C:18]1[CH:23]=[CH:22][CH:21]=[CH:20][CH:19]=1)[CH2:2][CH:3]([CH3:5])[CH3:4]. The yield is 0.360. (4) The reactants are [Cl:1][CH2:2][CH2:3][C@@H:4]([C:6]1[CH:11]=[CH:10][CH:9]=[CH:8][CH:7]=1)[OH:5].[C:12]([O:15][C:16]1[CH:21]=[CH:20][C:19](O)=[C:18]([CH3:23])[CH:17]=1)(=[O:14])[CH3:13].C1(P(C2C=CC=CC=2)C2C=CC=CC=2)C=CC=CC=1. The catalyst is O1CCCC1. The product is [Cl:1][CH2:2][CH2:3][C@H:4]([C:6]1[CH:11]=[CH:10][CH:9]=[CH:8][CH:7]=1)[O:5][C:19]1[CH:20]=[CH:21][C:16]([O:15][C:12](=[O:14])[CH3:13])=[CH:17][C:18]=1[CH3:23]. The yield is 0.540. (5) The reactants are C([O:8][N:9]=[C:10]1[C:18]2([CH2:23][CH2:22][CH2:21][CH2:20][CH2:19]2)[C:17]2[C:12](=[CH:13][CH:14]=[C:15](Br)[CH:16]=2)[NH:11]1)C1C=CC=CC=1.[C:25]([C:27]1[CH:28]=[C:29](B(O)O)[CH:30]=[CH:31][CH:32]=1)#[N:26]. The catalyst is C(#N)C1C=CC=CC=1. The product is [C:25]([C:27]1[CH:28]=[C:29]([C:15]2[CH:16]=[C:17]3[C:12](=[CH:13][CH:14]=2)[NH:11][C:10](=[N:9][OH:8])[C:18]23[CH2:23][CH2:22][CH2:21][CH2:20][CH2:19]2)[CH:30]=[CH:31][CH:32]=1)#[N:26]. The yield is 0.710. (6) The reactants are [Sn](Cl)Cl.[Cl:4][C:5]1[CH:10]=[CH:9][C:8]([S:11](Cl)(=O)=O)=[CH:7][C:6]=1[N+:15]([O-])=O.C([O-])(O)=O.[Na+].C(Cl)(Cl)Cl.CCCCCC. The catalyst is Cl.O. The product is [NH2:15][C:6]1[CH:7]=[C:8]([SH:11])[CH:9]=[CH:10][C:5]=1[Cl:4]. The yield is 0.600.